This data is from Catalyst prediction with 721,799 reactions and 888 catalyst types from USPTO. The task is: Predict which catalyst facilitates the given reaction. (1) Reactant: [Cl:1][C:2]1[CH:14]=[C:13]([Cl:15])[C:12]([O:16][C:17]2[N:21]([CH3:22])[N:20]=[C:19]([CH3:23])[C:18]=2[CH:24]=[C:25]([CH3:27])[CH3:26])=[CH:11][C:3]=1[O:4][C@@H:5]([CH3:10])[C:6]([O:8]C)=[O:7].O.[OH-].[Li+].Cl. Product: [Cl:1][C:2]1[CH:14]=[C:13]([Cl:15])[C:12]([O:16][C:17]2[N:21]([CH3:22])[N:20]=[C:19]([CH3:23])[C:18]=2[CH:24]=[C:25]([CH3:26])[CH3:27])=[CH:11][C:3]=1[O:4][C@@H:5]([CH3:10])[C:6]([OH:8])=[O:7]. The catalyst class is: 30. (2) Reactant: [OH:1][CH:2]([C:32]1[CH:37]=[CH:36][C:35]([OH:38])=[CH:34][CH:33]=1)[CH:3]([NH:18][C:19]([C:21]1[CH:22]=[CH:23][CH:24]=[C:25]2[CH2:31][CH2:30][CH2:29][CH:28]=[CH:27][C:26]=12)=[O:20])[CH2:4][C:5]1[CH:10]=[CH:9][CH:8]=[C:7]([O:11][C:12]([F:17])([F:16])[CH:13]([F:15])[F:14])[CH:6]=1.[C:39](=O)([O-])[O-].[K+].[K+].CI. Product: [OH:1][CH:2]([C:32]1[CH:37]=[CH:36][C:35]([O:38][CH3:39])=[CH:34][CH:33]=1)[CH:3]([NH:18][C:19]([C:21]1[CH:22]=[CH:23][CH:24]=[C:25]2[CH2:31][CH2:30][CH2:29][CH:28]=[CH:27][C:26]=12)=[O:20])[CH2:4][C:5]1[CH:10]=[CH:9][CH:8]=[C:7]([O:11][C:12]([F:16])([F:17])[CH:13]([F:15])[F:14])[CH:6]=1. The catalyst class is: 35. (3) Reactant: [C:1]1([C:7]2[CH:11]=[C:10]([C:12]3[CH:17]=[CH:16][CH:15]=[CH:14][CH:13]=3)[N:9]([CH2:18][C:19](O)=[O:20])[N:8]=2)[CH:6]=[CH:5][CH:4]=[CH:3][CH:2]=1.CCN(C(C)C)C(C)C.CN(C(ON1N=NC2C=CC=CC1=2)=[N+](C)C)C.[B-](F)(F)(F)F.[Cl:53][C:54]1[CH:55]=[N:56][C:57]([CH:60]2[CH2:65][CH2:64][NH:63][CH2:62][CH2:61]2)=[N:58][CH:59]=1.N. Product: [C:1]1([C:7]2[CH:11]=[C:10]([C:12]3[CH:17]=[CH:16][CH:15]=[CH:14][CH:13]=3)[N:9]([CH2:18][C:19]([N:63]3[CH2:62][CH2:61][CH:60]([C:57]4[N:56]=[CH:55][C:54]([Cl:53])=[CH:59][N:58]=4)[CH2:65][CH2:64]3)=[O:20])[N:8]=2)[CH:6]=[CH:5][CH:4]=[CH:3][CH:2]=1. The catalyst class is: 656. (4) Reactant: [OH:1][C:2]1[CH:11]=[C:10]2[C:5]([CH:6]=[CH:7][C:8](=[O:12])[NH:9]2)=[CH:4][CH:3]=1.CN(C=O)C.C(=O)([O-])[O-].[K+].[K+].Br[CH2:25][CH2:26][CH2:27][CH2:28][Cl:29]. The catalyst class is: 6. Product: [Cl:29][CH2:28][CH2:27][CH2:26][CH2:25][O:1][C:2]1[CH:11]=[C:10]2[C:5]([CH:6]=[CH:7][C:8](=[O:12])[NH:9]2)=[CH:4][CH:3]=1. (5) Reactant: [O:1]1[CH2:6][CH2:5][NH:4][C:3]2[CH:7]=[C:8]([O:11][C@H:12]3[CH2:16][CH2:15][N:14]([C:17]([CH:19]4[CH2:24][CH2:23][O:22][CH2:21][CH2:20]4)=[O:18])[CH2:13]3)[CH:9]=[CH:10][C:2]1=2.Br[C:26]1[CH:27]=[C:28]([CH3:34])[C:29]([O:32][CH3:33])=[N:30][CH:31]=1.CC([O-])(C)C.[Na+].C1(P(C2CCCCC2)C2C=CC=CC=2C2C=CC=CC=2)CCCCC1. Product: [CH3:33][O:32][C:29]1[N:30]=[CH:31][C:26]([N:4]2[CH2:5][CH2:6][O:1][C:2]3[CH:10]=[CH:9][C:8]([O:11][C@H:12]4[CH2:16][CH2:15][N:14]([C:17]([CH:19]5[CH2:24][CH2:23][O:22][CH2:21][CH2:20]5)=[O:18])[CH2:13]4)=[CH:7][C:3]2=3)=[CH:27][C:28]=1[CH3:34]. The catalyst class is: 101. (6) Reactant: C([O:5][C:6]([C@H:8]([OH:33])[C@H:9]([NH:18][C:19]([CH2:21][CH2:22][CH2:23][C:24]1[CH:32]=[CH:31][CH:30]=[CH:29][C:25]=1[C:26]([OH:28])=[O:27])=[O:20])[CH2:10][C:11]1[CH:16]=[CH:15][CH:14]=[CH:13][C:12]=1[Cl:17])=[O:7])CCC.C1COCC1.[OH-].[Na+]. Product: [C:6]([C@H:8]([OH:33])[C@H:9]([NH:18][C:19]([CH2:21][CH2:22][CH2:23][C:24]1[CH:32]=[CH:31][CH:30]=[CH:29][C:25]=1[C:26]([OH:28])=[O:27])=[O:20])[CH2:10][C:11]1[CH:16]=[CH:15][CH:14]=[CH:13][C:12]=1[Cl:17])([OH:7])=[O:5]. The catalyst class is: 52.